This data is from Full USPTO retrosynthesis dataset with 1.9M reactions from patents (1976-2016). The task is: Predict the reactants needed to synthesize the given product. (1) Given the product [Cl:1][C:2]1[CH:7]=[CH:6][C:5]([C:8]2[S:9][CH:10]=[C:11]([C:14](=[N:18][NH:17][C:19]([NH:21][C:22]3[CH:30]=[CH:29][C:25]([C:26]([OH:28])=[O:27])=[C:24]([Cl:31])[CH:23]=3)=[S:20])[CH3:16])[C:12]=2[OH:13])=[CH:4][CH:3]=1, predict the reactants needed to synthesize it. The reactants are: [Cl:1][C:2]1[CH:7]=[CH:6][C:5]([C:8]2[S:9][CH:10]=[C:11]([C:14]([CH3:16])=O)[C:12]=2[OH:13])=[CH:4][CH:3]=1.[NH:17]([C:19]([NH:21][C:22]1[CH:30]=[CH:29][C:25]([C:26]([OH:28])=[O:27])=[C:24]([Cl:31])[CH:23]=1)=[S:20])[NH2:18]. (2) Given the product [CH3:1][CH2:2][NH:3][C:4]([C@H:6]1[N:10]([C:11]([C@@H:13]([NH:21][C:22]([C@@H:24]([NH:29][C:30]([C@H:32]([NH:37][C:38]([C@@H:40]([NH:49][C:50]([C@@H:52]([NH:55][C:56]([C@@H:58]([NH:69][C:70]([C@@H:72]([NH:79][C:80]([C@H:82]2[NH:87][C:85](=[O:86])[CH2:84][CH2:83]2)=[O:81])[CH2:73][C:74]2[N:78]=[CH:77][NH:76][CH:75]=2)=[O:71])[CH2:59][C:60]2[C:68]3[CH:67]=[CH:66][CH:65]=[CH:64][C:63]=3[NH:62][CH:61]=2)=[O:57])[CH2:53][OH:54])=[O:51])[CH2:41][C:42]2[CH:43]=[CH:44][C:45]([OH:48])=[CH:46][CH:47]=2)=[O:39])[CH2:33][CH:34]([CH3:36])[CH3:35])=[O:31])[CH2:25][CH:26]([CH3:28])[CH3:27])=[O:23])[CH2:14][CH2:15][CH2:16][NH:17][C:18]([NH2:20])=[NH:19])=[O:12])[CH2:9][CH2:8][CH2:7]1)=[O:5], predict the reactants needed to synthesize it. The reactants are: [CH3:1][CH2:2][NH:3][C:4]([C@H:6]1[N:10]([C:11]([C@@H:13]([NH:21][C:22]([C@@H:24]([NH:29][C:30]([C@H:32]([NH:37][C:38]([C@@H:40]([NH:49][C:50]([C@@H:52]([NH:55][C:56]([C@@H:58]([NH:69][C:70]([C@@H:72]([NH:79][C:80]([C@H:82]2[NH:87][C:85](=[O:86])[CH2:84][CH2:83]2)=[O:81])[CH2:73][C:74]2[NH:78][CH:77]=[N:76][CH:75]=2)=[O:71])[CH2:59][C:60]2[C:68]3[C:63](=[CH:64][CH:65]=[CH:66][CH:67]=3)[NH:62][CH:61]=2)=[O:57])[CH2:53][OH:54])=[O:51])[CH2:41][C:42]2[CH:47]=[CH:46][C:45]([OH:48])=[CH:44][CH:43]=2)=[O:39])[CH2:33][CH:34]([CH3:36])[CH3:35])=[O:31])[CH2:25][CH:26]([CH3:28])[CH3:27])=[O:23])[CH2:14][CH2:15][CH2:16][N:17]=[C:18]([NH2:20])[NH2:19])=[O:12])[CH2:9][CH2:8][CH2:7]1)=[O:5].CC(O)=O. (3) Given the product [OH:11][CH2:10][CH2:9][CH2:8][C:3]1[CH:4]=[CH:5][CH:6]=[CH:7][C:2]=1[C:36]1[NH:37][C:38]2[CH:39]=[CH:40][CH:41]=[C:42]3[C:48](=[O:49])[NH:47][CH2:46][CH2:45][C:44]=1[C:43]=23, predict the reactants needed to synthesize it. The reactants are: Br[C:2]1[CH:7]=[CH:6][CH:5]=[CH:4][C:3]=1[CH2:8][CH2:9][CH2:10][OH:11].B1(B2OC(C)(C)C(C)(C)O2)OC(C)(C)C(C)(C)O1.C([O-])(=O)C.[K+].Br[C:36]1[NH:37][C:38]2[CH:39]=[CH:40][CH:41]=[C:42]3[C:48](=[O:49])[NH:47][CH2:46][CH2:45][C:44]=1[C:43]=23.C(=O)([O-])[O-].[Na+].[Na+].